The task is: Predict the product of the given reaction.. This data is from Forward reaction prediction with 1.9M reactions from USPTO patents (1976-2016). (1) Given the reactants [C:1]([NH:4][C:5]([CH:17]1[CH2:22][CH2:21][N:20]([C:23]2[O:24][C:25]3[CH:31]=[C:30]([Cl:32])[CH:29]=[CH:28][C:26]=3[N:27]=2)[CH2:19][CH2:18]1)([CH2:13][CH2:14][CH:15]=[CH2:16])[C:6]([NH:8][C:9]([CH3:12])([CH3:11])[CH3:10])=[O:7])(=[O:3])[CH3:2].[CH3:33][C:34]1([CH3:41])[C:38]([CH3:40])([CH3:39])[O:37][BH:36][O:35]1.O, predict the reaction product. The product is: [C:1]([NH:4][C:5]([CH:17]1[CH2:18][CH2:19][N:20]([C:23]2[O:24][C:25]3[CH:31]=[C:30]([Cl:32])[CH:29]=[CH:28][C:26]=3[N:27]=2)[CH2:21][CH2:22]1)([CH2:13][CH2:14][CH2:15][CH2:16][B:36]1[O:37][C:38]([CH3:40])([CH3:39])[C:34]([CH3:41])([CH3:33])[O:35]1)[C:6]([NH:8][C:9]([CH3:12])([CH3:11])[CH3:10])=[O:7])(=[O:3])[CH3:2]. (2) Given the reactants [C:1]([O:5][C:6]([N:8]1[CH2:12][CH2:11][C:10]2([CH2:17][CH2:16][NH:15][CH2:14][CH2:13]2)[CH2:9]1)=[O:7])([CH3:4])([CH3:3])[CH3:2].[C:18](OC(=O)C)(=[O:20])[CH3:19], predict the reaction product. The product is: [C:1]([O:5][C:6]([N:8]1[CH2:12][CH2:11][C:10]2([CH2:17][CH2:16][N:15]([C:18](=[O:20])[CH3:19])[CH2:14][CH2:13]2)[CH2:9]1)=[O:7])([CH3:4])([CH3:2])[CH3:3]. (3) Given the reactants [Cl:1][C:2]1[N:7]=[CH:6][C:5]([NH:8][CH3:9])=[C:4]([NH2:10])[CH:3]=1.[CH:11](O)=O.O, predict the reaction product. The product is: [Cl:1][C:2]1[N:7]=[CH:6][C:5]2[N:8]=[CH:9][N:10]([CH3:11])[C:4]=2[CH:3]=1. (4) Given the reactants [F:1][C:2]1[CH:3]=[C:4]2[C:8](=[CH:9][CH:10]=1)/[C:7](=[CH:11]\[C:12]1[CH:17]=[C:16]([O:18][CH3:19])[C:15]([OH:20])=[C:14]([O:21][CH3:22])[CH:13]=1)/[C:6]([CH3:23])=[C:5]2[CH2:24][C:25]([NH:27][CH2:28][C:29]1[O:30][CH:31]=[CH:32][CH:33]=1)=[O:26].[CH3:34][S:35](O[S:35]([CH3:34])(=[O:37])=[O:36])(=[O:37])=[O:36], predict the reaction product. The product is: [F:1][C:2]1[CH:3]=[C:4]2[C:8](=[CH:9][CH:10]=1)/[C:7](=[CH:11]\[C:12]1[CH:13]=[C:14]([O:21][CH3:22])[C:15]([O:20][S:35]([CH3:34])(=[O:37])=[O:36])=[C:16]([O:18][CH3:19])[CH:17]=1)/[C:6]([CH3:23])=[C:5]2[CH2:24][C:25]([NH:27][CH2:28][C:29]1[O:30][CH:31]=[CH:32][CH:33]=1)=[O:26]. (5) The product is: [Br:17][C:18]1[CH:19]=[C:20]2[C:25](=[C:26](/[CH:28]=[CH:11]/[C:12]([O:14][CH2:15][CH3:16])=[O:13])[CH:27]=1)[N:24]([CH3:30])[CH2:23][CH2:22][CH2:21]2. Given the reactants [H-].[Na+].C(OP([CH2:11][C:12]([O:14][CH2:15][CH3:16])=[O:13])(OCC)=O)C.[Br:17][C:18]1[CH:19]=[C:20]2[C:25](=[C:26]([CH:28]=O)[CH:27]=1)[N:24]([CH3:30])[CH2:23][CH2:22][CH2:21]2.O, predict the reaction product.